Task: Predict the reaction yield, written as a fraction of the theoretical maximum amount of product (1.0 means a 100% yield; for example, 0.34 means a 34% yield).. Dataset: Reaction yield outcomes from USPTO patents with 853,638 reactions (1) The reactants are [C:1]([N:8]1[C@@H:12]([C:13]2[CH:18]=[CH:17][CH:16]=[CH:15][CH:14]=2)[CH2:11][O:10][C:9]1=[O:19])(=[O:7])[CH2:2][CH2:3][CH2:4][C:5]#[CH:6].[Cl-].[Mg+2].[Cl-].C(N(CC)CC)C.[CH:30](=[O:37])[C:31]1[CH:36]=[CH:35][CH:34]=[CH:33][CH:32]=1.Cl[Si](C)(C)C. The catalyst is C(OCC)(=O)C. The product is [OH:37][C@H:30]([C:31]1[CH:36]=[CH:35][CH:34]=[CH:33][CH:32]=1)[C@@H:2]([CH2:3][CH2:4][C:5]#[CH:6])[C:1]([N:8]1[C@@H:12]([C:13]2[CH:14]=[CH:15][CH:16]=[CH:17][CH:18]=2)[CH2:11][O:10][C:9]1=[O:19])=[O:7]. The yield is 0.812. (2) The reactants are Cl[C:2]1[N:7]=[C:6]([NH:8][C:9]2[CH:14]=[C:13]([CH:15]=[CH2:16])[CH:12]=[CH:11][C:10]=2[S:17]([CH:20]([CH3:22])[CH3:21])(=[O:19])=[O:18])[C:5]([Cl:23])=[CH:4][N:3]=1.[Br:24][C:25]1[C:26]([N:34]2[CH2:39][CH2:38][N:37]([CH3:40])[CH2:36][CH2:35]2)=[CH:27][C:28]([O:32][CH3:33])=[C:29]([NH2:31])[CH:30]=1.CS(O)(=O)=O. The catalyst is COCCO. The product is [Br:24][C:25]1[C:26]([N:34]2[CH2:35][CH2:36][N:37]([CH3:40])[CH2:38][CH2:39]2)=[CH:27][C:28]([O:32][CH3:33])=[C:29]([NH:31][C:2]2[N:7]=[C:6]([NH:8][C:9]3[CH:14]=[C:13]([CH:15]=[CH2:16])[CH:12]=[CH:11][C:10]=3[S:17]([CH:20]([CH3:22])[CH3:21])(=[O:19])=[O:18])[C:5]([Cl:23])=[CH:4][N:3]=2)[CH:30]=1. The yield is 0.200. (3) The reactants are Cl[C:2]1[CH:7]=[C:6]([CH2:8][OH:9])[CH:5]=[CH:4][N:3]=1.[CH3:10][O-:11].[Na+]. No catalyst specified. The product is [CH3:10][O:11][C:2]1[CH:7]=[C:6]([CH2:8][OH:9])[CH:5]=[CH:4][N:3]=1. The yield is 0.600. (4) The reactants are [NH2:1][C:2]1[S:3]/[C:4](=[CH:8]\[C:9]2[CH:14]=[C:13]([O:15][CH3:16])[C:12]([OH:17])=[C:11]([Cl:18])[CH:10]=2)/[C:5](=[O:7])[N:6]=1.Br[CH2:20][C:21]([C:23]1[CH:24]=[C:25]([N:29]2[CH2:33][CH2:32][CH2:31][C:30]2=[O:34])[CH:26]=[CH:27][CH:28]=1)=O. No catalyst specified. The product is [Cl:18][C:11]1[CH:10]=[C:9](/[CH:8]=[C:4]2/[C:5](=[O:7])[N:6]3[CH:20]=[C:21]([C:23]4[CH:28]=[CH:27][CH:26]=[C:25]([N:29]5[CH2:33][CH2:32][CH2:31][C:30]5=[O:34])[CH:24]=4)[N:1]=[C:2]3[S:3]/2)[CH:14]=[C:13]([O:15][CH3:16])[C:12]=1[OH:17]. The yield is 0.540. (5) The reactants are [CH3:1][N:2]([CH2:7][C:8]1[C:16]2[C:11](=[CH:12][CH:13]=[CH:14][CH:15]=2)[N:10]([CH3:17])[CH:9]=1)[C:3](=[O:6])[CH:4]=[CH2:5].CN(CC1SC2C=CC=CC=2C=1C)C(=O)C=C.Br[C:36]1[CH:37]=[C:38]([CH2:43][N:44]2[CH2:49][CH2:48][O:47][CH2:46][CH2:45]2)[C:39]([NH2:42])=[N:40][CH:41]=1.BrC1C=NC2NC(=O)C(C)(C)NCC=2C=1. No catalyst specified. The product is [NH2:42][C:39]1[N:40]=[CH:41][C:36](/[CH:5]=[CH:4]/[C:3]([N:2]([CH3:1])[CH2:7][C:8]2[C:16]3[C:11](=[CH:12][CH:13]=[CH:14][CH:15]=3)[N:10]([CH3:17])[CH:9]=2)=[O:6])=[CH:37][C:38]=1[CH2:43][N:44]1[CH2:49][CH2:48][O:47][CH2:46][CH2:45]1. The yield is 0.380.